Dataset: Reaction yield outcomes from USPTO patents with 853,638 reactions. Task: Predict the reaction yield, written as a fraction of the theoretical maximum amount of product (1.0 means a 100% yield; for example, 0.34 means a 34% yield). (1) The reactants are [Cl:1][C:2]1[CH:3]=[CH:4][C:5]([N:35]2[CH:39]=[C:38]([C:40]([F:43])([F:42])[F:41])[N:37]=[N:36]2)=[C:6]([C:8]2[N:9]=[CH:10][N:11]([C@@H:15]3[C:31]4[CH:32]=[C:27]([CH:28]=[CH:29][N:30]=4)[C:26]4[NH:25][N:24]=[CH:23][C:22]=4[NH:21][C:20](=[O:33])[C@H:19]([CH3:34])[CH2:18][CH2:17][CH2:16]3)[C:12](=[O:14])[CH:13]=2)[CH:7]=1.Cl[C:45]([F:50])([F:49])C([O-])=O.[Na+].C([O-])([O-])=O.[Cs+].[Cs+]. The catalyst is CN(C=O)C. The product is [Cl:1][C:2]1[CH:3]=[CH:4][C:5]([N:35]2[CH:39]=[C:38]([C:40]([F:41])([F:43])[F:42])[N:37]=[N:36]2)=[C:6]([C:8]2[N:9]=[CH:10][N:11]([C@@H:15]3[C:31]4[CH:32]=[C:27]([CH:28]=[CH:29][N:30]=4)[C:26]4[C:22](=[CH:23][N:24]([CH:45]([F:50])[F:49])[N:25]=4)[NH:21][C:20](=[O:33])[C@H:19]([CH3:34])[CH2:18][CH2:17][CH2:16]3)[C:12](=[O:14])[CH:13]=2)[CH:7]=1. The yield is 0.0800. (2) The reactants are C([O:4][C:5]1[C:10]([C:11]2[CH:16]=[CH:15][CH:14]=[CH:13][C:12]=2[Cl:17])=[C:9]([Cl:18])[CH:8]=[CH:7][CH:6]=1)C=C.[C:19]1(C)[CH:24]=C(C)C=C(C)[CH:20]=1. No catalyst specified. The yield is 0.770. The product is [CH2:24]([C:6]1[CH:7]=[CH:8][C:9]([Cl:18])=[C:10]([C:11]2[CH:16]=[CH:15][CH:14]=[CH:13][C:12]=2[Cl:17])[C:5]=1[OH:4])[CH:19]=[CH2:20]. (3) The catalyst is O1CCOCC1.C1C=CC(/C=C/C(/C=C/C2C=CC=CC=2)=O)=CC=1.C1C=CC(/C=C/C(/C=C/C2C=CC=CC=2)=O)=CC=1.C1C=CC(/C=C/C(/C=C/C2C=CC=CC=2)=O)=CC=1.[Pd].[Pd]. The reactants are [NH2:1][C:2]1[N:7]=[C:6]([N:8]2[CH2:13][CH2:12][N:11]([CH3:14])[CH2:10][CH2:9]2)[N:5]=[C:4]([C:15]2[CH:16]=[C:17]([CH:26]=[CH:27][CH:28]=2)[O:18][CH2:19][C:20]([NH:22][CH:23]([CH3:25])[CH3:24])=[O:21])[CH:3]=1.I[C:30]1[CH:35]=[CH:34][N:33]=[CH:32][CH:31]=1.CC(C1C=C(C(C)C)C(C2C=CC=CC=2P(C2CCCCC2)C2CCCCC2)=C(C(C)C)C=1)C.C([O-])([O-])=O.[Cs+].[Cs+]. The product is [CH:23]([NH:22][C:20](=[O:21])[CH2:19][O:18][C:17]1[CH:26]=[CH:27][CH:28]=[C:15]([C:4]2[CH:3]=[C:2]([NH:1][C:30]3[CH:35]=[CH:34][N:33]=[CH:32][CH:31]=3)[N:7]=[C:6]([N:8]3[CH2:9][CH2:10][N:11]([CH3:14])[CH2:12][CH2:13]3)[N:5]=2)[CH:16]=1)([CH3:25])[CH3:24]. The yield is 0.310. (4) The reactants are [C:1]1([C:22]2[CH:27]=[CH:26][CH:25]=[CH:24][CH:23]=2)[CH:6]=[CH:5][C:4]([N:7]2[C:20]3[C:15](=[CH:16][CH:17]=[CH:18][CH:19]=3)[CH2:14][C:13]3[CH:12]=[C:11](Br)[CH:10]=[CH:9][C:8]2=3)=[CH:3][CH:2]=1.[C:28]1(B(O)O)[CH:33]=[CH:32][CH:31]=[CH:30][CH:29]=1.C(=O)([O-])[O-].[K+].[K+].C(Cl)Cl. The catalyst is C1(C)C=CC=CC=1.CO. The product is [C:1]1([C:22]2[CH:27]=[CH:26][CH:25]=[CH:24][CH:23]=2)[CH:6]=[CH:5][C:4]([N:7]2[C:20]3[C:15](=[CH:16][CH:17]=[CH:18][CH:19]=3)[CH2:14][C:13]3[CH:12]=[C:11]([C:28]4[CH:33]=[CH:32][CH:31]=[CH:30][CH:29]=4)[CH:10]=[CH:9][C:8]2=3)=[CH:3][CH:2]=1. The yield is 0.780. (5) The reactants are [Br:1][C:2]1[CH:3]=[C:4]([C:9]#[C:10][C:11]2[CH:12]=[C:13]([S:18]([CH3:21])(=[O:20])=[O:19])[N:14]([CH2:16][CH3:17])[CH:15]=2)[CH:5]=[CH:6][C:7]=1[F:8].C([O-])(O)=[O:23].[Na+].[O-]S([O-])(=O)=O.[Mg+2].[O-][Mn](=O)(=O)=O.[K+].[OH2:39]. The catalyst is CC(C)=O. The product is [Br:1][C:2]1[CH:3]=[C:4]([C:9](=[O:23])[C:10]([C:11]2[CH:12]=[C:13]([S:18]([CH3:21])(=[O:20])=[O:19])[N:14]([CH2:16][CH3:17])[CH:15]=2)=[O:39])[CH:5]=[CH:6][C:7]=1[F:8]. The yield is 0.860. (6) The reactants are [F:1][C:2]1[CH:3]=[C:4]([CH:15]=[CH:16][CH:17]=1)[CH2:5][O:6][C:7]1[CH:14]=[CH:13][C:10]([CH:11]=O)=[CH:9][CH:8]=1.CCO.[OH2:21].Cl.[NH2:23]O.[OH-].[Na+]. The catalyst is CC(O)=O. The product is [F:1][C:2]1[CH:3]=[C:4]([CH:15]=[CH:16][CH:17]=1)[CH2:5][O:6][C:7]1[CH:14]=[CH:13][C:10]([CH:11]=[N:23][OH:21])=[CH:9][CH:8]=1. The yield is 0.250.